Regression/Classification. Given a drug SMILES string, predict its absorption, distribution, metabolism, or excretion properties. Task type varies by dataset: regression for continuous measurements (e.g., permeability, clearance, half-life) or binary classification for categorical outcomes (e.g., BBB penetration, CYP inhibition). For this dataset (lipophilicity_astrazeneca), we predict Y. From a dataset of Experimental lipophilicity measurements (octanol/water distribution) for 4,200 compounds from AstraZeneca. (1) The drug is CC(C)C(NC(=O)Cn1c(-c2ccccc2)ccc(NC(=O)NCc2ccncc2)c1=O)C(=O)C(F)(F)F. The Y is 2.16 logD. (2) The molecule is CCc1cc(OCc2ccc(-c3ccccc3-c3nn[nH]n3)cc2)c2c(n1)CCCC2. The Y is 1.70 logD. (3) The compound is Cc1ccc(S(=O)(=O)Nc2c(C(=O)N[C@@H](C)C(C)(C)C)c(C)nn2C(C)(C)C)cc1. The Y is 1.84 logD.